This data is from Forward reaction prediction with 1.9M reactions from USPTO patents (1976-2016). The task is: Predict the product of the given reaction. Given the reactants C([O:4][C@H:5]1[C@H:10]([O:11]C(=O)C)[C@@H:9]([O:15]C(=O)C)[C@H:8]([C:19]2[CH:24]=[C:23]([CH2:25][C:26]3[CH:31]=[CH:30][C:29]([CH2:32][CH3:33])=[CH:28][CH:27]=3)[C:22]([Cl:34])=[CH:21][C:20]=2[CH2:35][O:36][CH2:37][CH:38]([OH:41])[CH2:39][OH:40])[O:7][C@@H:6]1[CH2:42][O:43]C(=O)C)(=O)C.[OH-].[Li+], predict the reaction product. The product is: [Cl:34][C:22]1[C:23]([CH2:25][C:26]2[CH:31]=[CH:30][C:29]([CH2:32][CH3:33])=[CH:28][CH:27]=2)=[CH:24][C:19]([C@H:8]2[C@H:9]([OH:15])[C@@H:10]([OH:11])[C@H:5]([OH:4])[C@@H:6]([CH2:42][OH:43])[O:7]2)=[C:20]([CH2:35][O:36][CH2:37][CH:38]([OH:41])[CH2:39][OH:40])[CH:21]=1.